This data is from Full USPTO retrosynthesis dataset with 1.9M reactions from patents (1976-2016). The task is: Predict the reactants needed to synthesize the given product. Given the product [Cl:21][C:17]1[C:16]([CH3:22])=[C:15]([N:4]([S:5]([C:8]2[CH:9]=[CH:10][C:11]([CH3:14])=[CH:12][CH:13]=2)(=[O:6])=[O:7])[CH2:3][C:23]([OH:25])=[O:24])[CH:20]=[CH:19][CH:18]=1, predict the reactants needed to synthesize it. The reactants are: C([CH:3]([C:23]([OH:25])=[O:24])[N:4]([C:15]1[CH:20]=[CH:19][CH:18]=[C:17]([Cl:21])[C:16]=1[CH3:22])[S:5]([C:8]1[CH:13]=[CH:12][C:11]([CH3:14])=[CH:10][CH:9]=1)(=[O:7])=[O:6])C.[OH-].[Na+].